Dataset: Forward reaction prediction with 1.9M reactions from USPTO patents (1976-2016). Task: Predict the product of the given reaction. The product is: [F:19][C:14]1[CH:13]=[C:12]([CH2:11][C@H:10]([NH:20][C:21](=[O:36])[C:22]2[CH:27]=[C:26]([N:28]3[CH2:32][CH2:31][CH2:30][C:29]3=[O:33])[CH:25]=[C:24]([O:34][CH3:35])[CH:23]=2)[C@H:9]([OH:8])[C@H:37]2[CH2:41][C@@H:40]([O:42][CH2:43][CH2:44][CH3:45])[CH2:39][NH:38]2)[CH:17]=[C:16]([F:18])[CH:15]=1. Given the reactants [Si]([O:8][C@H:9]([C@H:37]1[CH2:41][C@@H:40]([O:42][CH2:43][CH2:44][CH3:45])[CH2:39][N:38]1C(OC(C)(C)C)=O)[C@@H:10]([NH:20][C:21](=[O:36])[C:22]1[CH:27]=[C:26]([N:28]2[CH2:32][CH2:31][CH2:30][C:29]2=[O:33])[CH:25]=[C:24]([O:34][CH3:35])[CH:23]=1)[CH2:11][C:12]1[CH:17]=[C:16]([F:18])[CH:15]=[C:14]([F:19])[CH:13]=1)(C(C)(C)C)(C)C, predict the reaction product.